From a dataset of Reaction yield outcomes from USPTO patents with 853,638 reactions. Predict the reaction yield, written as a fraction of the theoretical maximum amount of product (1.0 means a 100% yield; for example, 0.34 means a 34% yield). (1) The reactants are [CH3:1][N:2]([CH3:22])[C:3]([O:5][C:6]1[CH:11]=[CH:10][C:9]([CH:12]([OH:19])[CH2:13][C:14](OCC)=[O:15])=[C:8]([CH:20]=[CH2:21])[CH:7]=1)=[O:4].[BH4-].[Li+].O.Cl. The catalyst is O1CCCC1. The product is [CH3:22][N:2]([CH3:1])[C:3](=[O:4])[O:5][C:6]1[CH:11]=[CH:10][C:9]([CH:12]([OH:19])[CH2:13][CH2:14][OH:15])=[C:8]([CH:20]=[CH2:21])[CH:7]=1. The yield is 0.970. (2) The reactants are [Cl:1][C:2]1[CH:7]=[CH:6][C:5]([C:8]2[O:12][C:11]([CH3:13])=[C:10]([CH:14]([CH:25]3[CH2:30][CH2:29][CH2:28][CH2:27][CH2:26]3)[O:15][C:16]3[CH:24]=[CH:23][C:19]([C:20](O)=[O:21])=[CH:18][CH:17]=3)[CH:9]=2)=[CH:4][CH:3]=1.[CH3:31][NH:32][CH2:33][CH2:34][C:35]([O:37]CC)=[O:36]. No catalyst specified. The product is [Cl:1][C:2]1[CH:7]=[CH:6][C:5]([C:8]2[O:12][C:11]([CH3:13])=[C:10]([CH:14]([CH:25]3[CH2:30][CH2:29][CH2:28][CH2:27][CH2:26]3)[O:15][C:16]3[CH:17]=[CH:18][C:19]([C:20]([N:32]([CH3:31])[CH2:33][CH2:34][C:35]([OH:37])=[O:36])=[O:21])=[CH:23][CH:24]=3)[CH:9]=2)=[CH:4][CH:3]=1. The yield is 0.930. (3) The reactants are [Br:1][C:2]1[CH:3]=[N:4][CH:5]=[C:6]([Br:10])[C:7]=1[CH:8]=O.[NH:11]([CH2:13][CH2:14][OH:15])[NH2:12]. No catalyst specified. The product is [Br:1][C:2]1[CH:3]=[N:4][CH:5]=[C:6]([Br:10])[C:7]=1/[CH:8]=[N:12]/[NH:11][CH2:13][CH2:14][OH:15]. The yield is 0.930. (4) The product is [NH2:2][C:1]1[C:3]2[C:7]([C:8]3[S:9][CH:10]=[CH:11][CH:12]=3)=[C:18]3[CH2:17][CH2:16][CH:15]([CH2:19][C:20]([OH:22])=[O:21])[C:14]3=[N:6][C:4]=2[S:5][C:31]=1[C:32]([NH2:34])=[O:33]. The catalyst is C(O)C. The reactants are [C:1]([C:3](=[CH:7][C:8]1[S:9][CH:10]=[CH:11][CH:12]=1)[C:4]([NH2:6])=[S:5])#[N:2].O=[C:14]1[CH2:18][CH2:17][CH2:16][CH:15]1[CH2:19][C:20]([OH:22])=[O:21].CN1CCOCC1.Cl[CH2:31][C:32]([NH2:34])=[O:33].C(=O)([O-])[O-].[K+].[K+]. The yield is 0.310. (5) The reactants are [OH-].[Na+].[C:3]([N:6]1[C:16]2[C:11](=[CH:12][C:13]([I:17])=[CH:14][CH:15]=2)[C:9](=O)[C:7]1=[O:8])(=[O:5])[CH3:4].N1C2C(=CC=CC=2)C=CC1=[O:28].Cl. The catalyst is O. The product is [I:17][C:13]1[CH:12]=[C:11]2[C:16](=[CH:15][CH:14]=1)[NH:6][C:3](=[O:5])[CH:4]=[C:9]2[C:7]([OH:28])=[O:8]. The yield is 0.360. (6) The yield is 0.390. The catalyst is O1CCCC1. The product is [F:43][C:32]1[C:31]([NH:44][C:45]2[CH:50]=[CH:49][C:48]([I:51])=[CH:47][C:46]=2[F:52])=[C:30]([CH:35]=[C:34]([CH2:36][NH:37][C:38](=[O:41])[CH2:39][OH:40])[C:33]=1[F:42])[C:29]([NH:28][O:27][CH2:26][CH2:25][OH:24])=[O:53]. The reactants are [F-].C([N+](CCCC)(CCCC)CCCC)CCC.C([Si](C)(C)[O:24][CH2:25][CH2:26][O:27][NH:28][C:29](=[O:53])[C:30]1[CH:35]=[C:34]([CH2:36][NH:37][C:38](=[O:41])[CH2:39][OH:40])[C:33]([F:42])=[C:32]([F:43])[C:31]=1[NH:44][C:45]1[CH:50]=[CH:49][C:48]([I:51])=[CH:47][C:46]=1[F:52])(C)(C)C. (7) The reactants are [C:1]([O:5][C:6](=[O:36])[NH:7][C@@H:8]1[CH2:13][CH2:12][CH2:11][N:10]([C:14]2[CH:19]=[CH:18][C:17]([NH:20][C:21]3[C:30]4[C:25](=[CH:26][CH:27]=[C:28](Cl)[N:29]=4)[N:24]=[CH:23][C:22]=3[C:32](=[O:35])[CH2:33][CH3:34])=[CH:16][N:15]=2)[CH2:9]1)([CH3:4])([CH3:3])[CH3:2].[Cl:37][C:38]1[CH:43]=[C:42](B2OC(C)(C)C(C)(C)O2)[CH:41]=[C:40]([F:53])[C:39]=1[OH:54]. No catalyst specified. The product is [C:1]([O:5][C:6](=[O:36])[NH:7][C@@H:8]1[CH2:13][CH2:12][CH2:11][N:10]([C:14]2[CH:19]=[CH:18][C:17]([NH:20][C:21]3[C:30]4[C:25](=[CH:26][CH:27]=[C:28]([C:42]5[CH:41]=[C:40]([F:53])[C:39]([OH:54])=[C:38]([Cl:37])[CH:43]=5)[N:29]=4)[N:24]=[CH:23][C:22]=3[C:32](=[O:35])[CH2:33][CH3:34])=[CH:16][N:15]=2)[CH2:9]1)([CH3:3])([CH3:2])[CH3:4]. The yield is 0.570.